Dataset: Catalyst prediction with 721,799 reactions and 888 catalyst types from USPTO. Task: Predict which catalyst facilitates the given reaction. (1) Reactant: B(Br)(Br)Br.[CH2:5]([C:9]1[CH:14]=[C:13]([CH2:15][CH2:16][C:17]#[N:18])[CH:12]=[CH:11][C:10]=1[C:19]1[CH:24]=[CH:23][C:22]([O:25]C)=[C:21]([CH2:27][CH:28]([CH3:30])[CH3:29])[CH:20]=1)[CH:6]([CH3:8])[CH3:7].O. Product: [OH:25][C:22]1[CH:23]=[CH:24][C:19]([C:10]2[CH:11]=[CH:12][C:13]([CH2:15][CH2:16][C:17]#[N:18])=[CH:14][C:9]=2[CH2:5][CH:6]([CH3:7])[CH3:8])=[CH:20][C:21]=1[CH2:27][CH:28]([CH3:30])[CH3:29]. The catalyst class is: 2. (2) Reactant: Cl.[CH:2]([C:5]1[CH:6]=[C:7]([C:11]2([NH2:17])[CH2:16][CH2:15][CH2:14][CH2:13][CH2:12]2)[CH:8]=[CH:9][CH:10]=1)([CH3:4])[CH3:3].[OH-].[Na+].[CH2:20]([O:27][C:28]1[CH:33]=[CH:32][C:31]([CH2:34][C@H:35]([NH:39][C:40](=[O:46])[O:41][C:42]([CH3:45])([CH3:44])[CH3:43])[C@H:36]2[CH2:38][O:37]2)=[CH:30][C:29]=1[F:47])[C:21]1[CH:26]=[CH:25][CH:24]=[CH:23][CH:22]=1. Product: [F:47][C:29]1[CH:30]=[C:31]([CH:32]=[CH:33][C:28]=1[O:27][CH2:20][C:21]1[CH:22]=[CH:23][CH:24]=[CH:25][CH:26]=1)[CH2:34][C@H:35]([NH:39][C:40](=[O:46])[O:41][C:42]([CH3:45])([CH3:43])[CH3:44])[C@H:36]([OH:37])[CH2:38][NH:17][C:11]1([C:7]2[CH:8]=[CH:9][CH:10]=[C:5]([CH:2]([CH3:4])[CH3:3])[CH:6]=2)[CH2:16][CH2:15][CH2:14][CH2:13][CH2:12]1. The catalyst class is: 13. (3) Reactant: [N+:1]([C:4]1[CH:9]=[C:8]([N+:10]([O-])=O)[CH:7]=[C:6]([CH3:13])[C:5]=1[O:14][CH3:15])([O-])=O.C(O)C.[H][H].[ClH:21]. Product: [ClH:21].[ClH:21].[NH2:1][C:4]1[CH:9]=[C:8]([NH2:10])[CH:7]=[C:6]([CH3:13])[C:5]=1[O:14][CH3:15]. The catalyst class is: 386. (4) Reactant: [N:1]([CH:4]1[CH2:9][CH2:8][C:7]2([C:13]3[CH:14]=[CH:15][CH:16]=[CH:17][C:12]=3[C:11](=[O:18])[O:10]2)[CH2:6][CH2:5]1)=[N+]=[N-]. Product: [NH2:1][CH:4]1[CH2:5][CH2:6][C:7]2([C:13]3[CH:14]=[CH:15][CH:16]=[CH:17][C:12]=3[C:11](=[O:18])[O:10]2)[CH2:8][CH2:9]1. The catalyst class is: 19. (5) Reactant: [N:1]([CH2:4][CH2:5][C:6]1=[CH:7][N:8]([C:23]([CH3:26])([CH3:25])[CH3:24])[S:9]/[C:10]/1=[N:11]\[C:12](=[O:22])[C:13]1[CH:18]=[C:17]([Cl:19])[CH:16]=[CH:15][C:14]=1[O:20][CH3:21])=[N+]=[N-]. Product: [NH2:1][CH2:4][CH2:5][C:6]1=[CH:7][N:8]([C:23]([CH3:26])([CH3:25])[CH3:24])[S:9]/[C:10]/1=[N:11]\[C:12](=[O:22])[C:13]1[CH:18]=[C:17]([Cl:19])[CH:16]=[CH:15][C:14]=1[O:20][CH3:21]. The catalyst class is: 50. (6) Reactant: [NH2:1][C:2]1[CH:10]=[CH:9][C:5]([C:6]([OH:8])=O)=[CH:4][C:3]=1[O:11][CH3:12].[NH2:13][CH:14]1[CH2:19][CH2:18][N:17]([C:20]([O:22][C:23]([CH3:26])([CH3:25])[CH3:24])=[O:21])[CH2:16][CH2:15]1.CCN(C(C)C)C(C)C.CN(C(ON1N=NC2C=CC=NC1=2)=[N+](C)C)C.F[P-](F)(F)(F)(F)F. Product: [NH2:1][C:2]1[CH:10]=[CH:9][C:5]([C:6]([NH:13][CH:14]2[CH2:15][CH2:16][N:17]([C:20]([O:22][C:23]([CH3:26])([CH3:25])[CH3:24])=[O:21])[CH2:18][CH2:19]2)=[O:8])=[CH:4][C:3]=1[O:11][CH3:12]. The catalyst class is: 3. (7) Reactant: [OH:1][C:2]1[C:7]([OH:8])=[C:6]([OH:9])[CH:5]=[CH:4][C:3]=1[C:10](=[O:12])[CH3:11].C(=O)([O-])[O-].[K+].[K+].S(C1C=CC(C)=CC=1)([O:22][CH2:23][C@@H:24]1O[CH2:25]1)(=O)=O. Product: [OH:1][C:2]1[C:7]2[O:8][CH:24]([CH2:23][OH:22])[CH2:25][O:9][C:6]=2[CH:5]=[CH:4][C:3]=1[C:10](=[O:12])[CH3:11]. The catalyst class is: 3.